Dataset: NCI-60 drug combinations with 297,098 pairs across 59 cell lines. Task: Regression. Given two drug SMILES strings and cell line genomic features, predict the synergy score measuring deviation from expected non-interaction effect. (1) Drug 1: C1=CC(=CC=C1CCC2=CNC3=C2C(=O)NC(=N3)N)C(=O)NC(CCC(=O)O)C(=O)O. Drug 2: CC1CCC2CC(C(=CC=CC=CC(CC(C(=O)C(C(C(=CC(C(=O)CC(OC(=O)C3CCCCN3C(=O)C(=O)C1(O2)O)C(C)CC4CCC(C(C4)OC)OCCO)C)C)O)OC)C)C)C)OC. Cell line: COLO 205. Synergy scores: CSS=29.9, Synergy_ZIP=-5.93, Synergy_Bliss=-9.98, Synergy_Loewe=-11.9, Synergy_HSA=-6.47. (2) Drug 1: C(=O)(N)NO. Drug 2: COCCOC1=C(C=C2C(=C1)C(=NC=N2)NC3=CC=CC(=C3)C#C)OCCOC.Cl. Cell line: RXF 393. Synergy scores: CSS=2.54, Synergy_ZIP=0.921, Synergy_Bliss=0.819, Synergy_Loewe=2.10, Synergy_HSA=0.130. (3) Drug 1: CN(C)C1=NC(=NC(=N1)N(C)C)N(C)C. Drug 2: C1=CC=C(C(=C1)C(C2=CC=C(C=C2)Cl)C(Cl)Cl)Cl. Cell line: SK-MEL-5. Synergy scores: CSS=-5.13, Synergy_ZIP=1.31, Synergy_Bliss=-2.10, Synergy_Loewe=-7.65, Synergy_HSA=-7.21. (4) Drug 1: C1CCN(CC1)CCOC2=CC=C(C=C2)C(=O)C3=C(SC4=C3C=CC(=C4)O)C5=CC=C(C=C5)O. Drug 2: CC1C(C(=O)NC(C(=O)N2CCCC2C(=O)N(CC(=O)N(C(C(=O)O1)C(C)C)C)C)C(C)C)NC(=O)C3=C4C(=C(C=C3)C)OC5=C(C(=O)C(=C(C5=N4)C(=O)NC6C(OC(=O)C(N(C(=O)CN(C(=O)C7CCCN7C(=O)C(NC6=O)C(C)C)C)C)C(C)C)C)N)C. Cell line: IGROV1. Synergy scores: CSS=17.1, Synergy_ZIP=-5.51, Synergy_Bliss=1.46, Synergy_Loewe=-28.2, Synergy_HSA=-1.16. (5) Drug 1: CC1=CC2C(CCC3(C2CCC3(C(=O)C)OC(=O)C)C)C4(C1=CC(=O)CC4)C. Cell line: HCT116. Drug 2: CCC1(C2=C(COC1=O)C(=O)N3CC4=CC5=C(C=CC(=C5CN(C)C)O)N=C4C3=C2)O.Cl. Synergy scores: CSS=37.6, Synergy_ZIP=2.05, Synergy_Bliss=2.64, Synergy_Loewe=-32.9, Synergy_HSA=3.95. (6) Cell line: PC-3. Drug 1: CN(C)C1=NC(=NC(=N1)N(C)C)N(C)C. Drug 2: CCC1(C2=C(COC1=O)C(=O)N3CC4=CC5=C(C=CC(=C5CN(C)C)O)N=C4C3=C2)O.Cl. Synergy scores: CSS=7.46, Synergy_ZIP=-2.08, Synergy_Bliss=1.95, Synergy_Loewe=-15.5, Synergy_HSA=0.989. (7) Drug 1: C1=CC=C(C(=C1)C(C2=CC=C(C=C2)Cl)C(Cl)Cl)Cl. Drug 2: CCC1(C2=C(COC1=O)C(=O)N3CC4=CC5=C(C=CC(=C5CN(C)C)O)N=C4C3=C2)O.Cl. Cell line: RPMI-8226. Synergy scores: CSS=20.1, Synergy_ZIP=0.0870, Synergy_Bliss=2.00, Synergy_Loewe=-38.9, Synergy_HSA=-1.90.